From a dataset of Forward reaction prediction with 1.9M reactions from USPTO patents (1976-2016). Predict the product of the given reaction. Given the reactants CCOCC.[OH:6][CH2:7][CH:8]1[CH2:13][CH2:12][N:11]([C:14]#[N:15])[CH2:10][CH2:9]1.[OH:16][NH:17][C:18](=N)[CH:19]([CH3:21])[CH3:20].Cl, predict the reaction product. The product is: [CH3:20][CH:19]([C:18]1[N:15]=[C:14]([N:11]2[CH2:12][CH2:13][CH:8]([CH2:7][OH:6])[CH2:9][CH2:10]2)[O:16][N:17]=1)[CH3:21].